Task: Predict which catalyst facilitates the given reaction.. Dataset: Catalyst prediction with 721,799 reactions and 888 catalyst types from USPTO (1) Reactant: [CH3:1][N:2]1[CH2:6][CH2:5][CH2:4][C@H:3]1[CH2:7][O:8][C:9]1[CH:16]=[CH:15][C:14]([C:17]([F:20])([F:19])[F:18])=[CH:13][C:10]=1[C:11]#N.[OH2:21].[OH-:22].[Na+].OO. Product: [CH3:1][N:2]1[CH2:6][CH2:5][CH2:4][C@H:3]1[CH2:7][O:8][C:9]1[CH:16]=[CH:15][C:14]([C:17]([F:20])([F:19])[F:18])=[CH:13][C:10]=1[C:11]([OH:22])=[O:21]. The catalyst class is: 8. (2) Reactant: [F:1][C:2]1[CH:7]=[C:6]([F:8])[CH:5]=[C:4]([F:9])[C:3]=1[CH2:10][C:11]([NH:13][C:14]1[C:15]([C:20]([O:22]C)=O)=[N:16][CH:17]=[CH:18][N:19]=1)=[O:12].C([O-])([O-])=O.[K+].[K+].Cl. Product: [OH:22][C:20]1[C:15]2[C:14](=[N:19][CH:18]=[CH:17][N:16]=2)[NH:13][C:11](=[O:12])[C:10]=1[C:3]1[C:4]([F:9])=[CH:5][C:6]([F:8])=[CH:7][C:2]=1[F:1]. The catalyst class is: 3. (3) Reactant: [O:1]1[CH2:6][CH2:5][N:4]([CH2:7][CH2:8][NH:9][C:10](=[O:39])[O:11][C@@H:12]2[CH2:28][C@@H:27]3[C@@:15]([CH3:38])([C@@H:16]4[C@@H:24]([CH2:25][CH2:26]3)[C@:23]3(O)[C@@:19]([CH3:37])([C@@H:20]([C:30]5[CH:31]=[CH:32][C:33](=[O:36])[O:34][CH:35]=5)[CH2:21][CH2:22]3)[CH2:18][CH2:17]4)[CH2:14][CH2:13]2)[CH2:3][CH2:2]1.O=S(Cl)Cl. Product: [O:1]1[CH2:6][CH2:5][N:4]([CH2:7][CH2:8][NH:9][C:10](=[O:39])[O:11][C@@H:12]2[CH2:28][C@@H:27]3[C@@:15]([CH3:38])([C@@H:16]4[C@@H:24]([CH2:25][CH2:26]3)[C:23]3[C@@:19]([CH3:37])([C@@H:20]([C:30]5[CH:31]=[CH:32][C:33](=[O:36])[O:34][CH:35]=5)[CH2:21][CH:22]=3)[CH2:18][CH2:17]4)[CH2:14][CH2:13]2)[CH2:3][CH2:2]1. The catalyst class is: 17. (4) The catalyst class is: 10. Reactant: [Cl:1][C:2]1[N:3]=[CH:4][NH:5][C:6]=1[Cl:7].[OH-].[K+].[Br:10][CH2:11][CH3:12].[K+].[Br-].BrCC[C:18]1[C:27]2[C:22](=[CH:23][CH:24]=[CH:25][CH:26]=2)[CH:21]=[CH:20][CH:19]=1. Product: [Br-:10].[CH2:20]([N+:3]1[C:2]([Cl:1])=[C:6]([Cl:7])[N:5]([C:26]2[C:27]3[C:22](=[CH:21][CH:20]=[CH:19][CH:18]=3)[CH:23]=[CH:24][C:25]=2[CH2:11][CH3:12])[CH:4]=1)[CH2:19][CH2:18][CH2:27][CH3:26].